This data is from Full USPTO retrosynthesis dataset with 1.9M reactions from patents (1976-2016). The task is: Predict the reactants needed to synthesize the given product. Given the product [CH3:33][O:32][C:27](=[O:31])[CH:28]=[C:29]([C:2]1[CH:7]=[N:6][C:5]([NH:8][C:9](=[O:26])[CH:10]([NH:14][C:15](=[O:25])[CH2:16][C:17]2[CH:22]=[C:21]([F:23])[CH:20]=[C:19]([F:24])[CH:18]=2)[CH2:11][CH2:12][CH3:13])=[CH:4][CH:3]=1)[CH3:30], predict the reactants needed to synthesize it. The reactants are: Br[C:2]1[CH:3]=[CH:4][C:5]([NH:8][C:9](=[O:26])[CH:10]([NH:14][C:15](=[O:25])[CH2:16][C:17]2[CH:22]=[C:21]([F:23])[CH:20]=[C:19]([F:24])[CH:18]=2)[CH2:11][CH2:12][CH3:13])=[N:6][CH:7]=1.[C:27]([O:32][CH3:33])(=[O:31])/[CH:28]=[CH:29]/[CH3:30].C(N(C(C)C)CC)(C)C.C1(C)C=CC=CC=1P(C1C=CC=CC=1C)C1C=CC=CC=1C.